Dataset: Reaction yield outcomes from USPTO patents with 853,638 reactions. Task: Predict the reaction yield, written as a fraction of the theoretical maximum amount of product (1.0 means a 100% yield; for example, 0.34 means a 34% yield). The reactants are C1(P(=O)(C2C=CC=CC=2)C2C=CC=CC=2)C=CC=CC=1.FC(F)(F)S(OS(C(F)(F)F)(=O)=O)(=O)=O.C([S:43][CH:44]([CH:74]([O:77][CH3:78])[O:75][CH3:76])[CH2:45][NH:46][C:47]([C:49]1[NH:50][C:51]2[C:56]([CH:57]=1)=[CH:55][C:54]([O:58][CH2:59][CH2:60][O:61][CH3:62])=[CH:53][C:52]=2[N:63]([CH3:73])[S:64]([C:67]1[N:68]([CH3:72])[CH:69]=[CH:70][N:71]=1)(=[O:66])=[O:65])=O)C1C=CC=CC=1.C1(SC)C=CC=CC=1. The catalyst is ClCCl.O. The product is [CH3:78][O:77][CH:74]([O:75][CH3:76])[CH:44]1[S:43][C:47]([C:49]2[NH:50][C:51]3[C:56]([CH:57]=2)=[CH:55][C:54]([O:58][CH2:59][CH2:60][O:61][CH3:62])=[CH:53][C:52]=3[N:63]([CH3:73])[S:64]([C:67]2[N:68]([CH3:72])[CH:69]=[CH:70][N:71]=2)(=[O:66])=[O:65])=[N:46][CH2:45]1. The yield is 0.390.